This data is from Reaction yield outcomes from USPTO patents with 853,638 reactions. The task is: Predict the reaction yield, written as a fraction of the theoretical maximum amount of product (1.0 means a 100% yield; for example, 0.34 means a 34% yield). (1) The reactants are Cl[C:2]1[NH:3][C:4]([C:12]2[CH:17]=[CH:16][CH:15]=[CH:14][C:13]=2[F:18])=[CH:5][C:6]=1[C:7]([O:9][CH2:10][CH3:11])=[O:8]. The catalyst is C(O)C.[C].[Pd]. The product is [F:18][C:13]1[CH:14]=[CH:15][CH:16]=[CH:17][C:12]=1[C:4]1[NH:3][CH:2]=[C:6]([C:7]([O:9][CH2:10][CH3:11])=[O:8])[CH:5]=1. The yield is 0.180. (2) The reactants are [CH3:1][O:2][C:3]1[CH:22]=[CH:21][CH:20]=[CH:19][C:4]=1[CH2:5][N:6]1[C:14](=[O:15])[C:13]2[C:8](=[CH:9][CH:10]=[CH:11][CH:12]=2)[CH:7]1[C:16]([OH:18])=O.CCN(CC)CC.F[P-](F)(F)(F)(F)F.CN(C)C(F)=[N+](C)C.[CH3:45][O:46][C:47]1[CH:53]=[CH:52][CH:51]=[C:50]([O:54][CH3:55])[C:48]=1[NH2:49]. The catalyst is CN(C=O)C. The product is [CH3:55][O:54][C:50]1[CH:51]=[CH:52][CH:53]=[C:47]([O:46][CH3:45])[C:48]=1[NH:49][C:16]([CH:7]1[C:8]2[C:13](=[CH:12][CH:11]=[CH:10][CH:9]=2)[C:14](=[O:15])[N:6]1[CH2:5][C:4]1[CH:19]=[CH:20][CH:21]=[CH:22][C:3]=1[O:2][CH3:1])=[O:18]. The yield is 0.170. (3) The reactants are [NH2:1][C@@H:2]1[C:11]2[C:6](=[CH:7][CH:8]=[CH:9][CH:10]=2)[C@H:5]([OH:12])[CH2:4][CH2:3]1.[H-].[Na+].F[C:16]1[CH:17]=[CH:18][C:19]2[N:20]([C:22]([N:25]3[CH2:30][CH2:29][CH:28]([CH2:31][O:32][Si:33]([CH:40]([CH3:42])[CH3:41])([CH:37]([CH3:39])[CH3:38])[CH:34]([CH3:36])[CH3:35])[CH2:27][CH2:26]3)=[N:23][N:24]=2)[CH:21]=1. The catalyst is CN(C=O)C.O. The product is [CH:40]([Si:33]([CH:34]([CH3:36])[CH3:35])([CH:37]([CH3:39])[CH3:38])[O:32][CH2:31][CH:28]1[CH2:29][CH2:30][N:25]([C:22]2[N:20]3[CH:21]=[C:16]([O:12][C@H:5]4[C:6]5[C:11](=[CH:10][CH:9]=[CH:8][CH:7]=5)[C@@H:2]([NH2:1])[CH2:3][CH2:4]4)[CH:17]=[CH:18][C:19]3=[N:24][N:23]=2)[CH2:26][CH2:27]1)([CH3:41])[CH3:42]. The yield is 0.460. (4) The reactants are [O:1]=[C:2]1[NH:6][C:5]2[CH:7]=[CH:8][C:9]([C:11]([OH:13])=O)=[CH:10][C:4]=2[S:3]1.[NH:14]1[CH2:19][CH2:18][CH2:17][C@@H:16]2[C:20]3[CH:21]=[CH:22][CH:23]=[CH:24][C:25]=3[CH2:26][C@H:15]12.F[P-](F)(F)(F)(F)F.N1(OC(N(C)C)=[N+](C)C)C2N=CC=CC=2N=N1. No catalyst specified. The product is [N:14]1([C:11]([C:9]2[CH:8]=[CH:7][C:5]3[NH:6][C:2](=[O:1])[S:3][C:4]=3[CH:10]=2)=[O:13])[CH2:19][CH2:18][CH2:17][C@@H:16]2[C:20]3[CH:21]=[CH:22][CH:23]=[CH:24][C:25]=3[CH2:26][C@H:15]12. The yield is 0.740. (5) The reactants are Cl.[Br:2][C:3]1[CH:9]=[CH:8][C:6]([NH2:7])=[CH:5][C:4]=1[C:10]([F:13])([F:12])[F:11].Cl[C:15](OC(Cl)(Cl)Cl)=[O:16]. The catalyst is C1(C)C=CC=CC=1. The product is [Br:2][C:3]1[CH:9]=[CH:8][C:6]([N:7]=[C:15]=[O:16])=[CH:5][C:4]=1[C:10]([F:11])([F:12])[F:13]. The yield is 0.860. (6) The reactants are [Cl:1][C:2]1[CH:21]=[C:20]([Cl:22])[CH:19]=[CH:18][C:3]=1[CH2:4][N:5]1[C:9]([CH2:10][CH2:11][CH2:12][NH2:13])=[CH:8][C:7]([O:14][CH:15]([CH3:17])[CH3:16])=[N:6]1.[C:23]1([S:29]([N:32]=[C:33]=[O:34])(=[O:31])=[O:30])[CH:28]=[CH:27][CH:26]=[CH:25][CH:24]=1. The catalyst is C(#N)C. The product is [Cl:1][C:2]1[CH:21]=[C:20]([Cl:22])[CH:19]=[CH:18][C:3]=1[CH2:4][N:5]1[C:9]([CH2:10][CH2:11][CH2:12][NH:13][C:33]([NH:32][S:29]([C:23]2[CH:24]=[CH:25][CH:26]=[CH:27][CH:28]=2)(=[O:31])=[O:30])=[O:34])=[CH:8][C:7]([O:14][CH:15]([CH3:17])[CH3:16])=[N:6]1. The yield is 0.570. (7) The reactants are [CH2:1]([O:8][C:9]([N:11]1[C:15]2[CH:16]=[N:17][CH:18]=[C:19]([O:20][CH:21]3[CH2:26][CH2:25][N:24](C(OC(C)(C)C)=O)[CH2:23][CH2:22]3)[C:14]=2[C:13]2[CH:34]=[C:35]([Br:38])[CH:36]=[N:37][C:12]1=2)=[O:10])[C:2]1[CH:7]=[CH:6][CH:5]=[CH:4][CH:3]=1. The catalyst is FC(F)(F)C(O)=O.ClCCl. The product is [CH2:1]([O:8][C:9]([N:11]1[C:15]2[CH:16]=[N:17][CH:18]=[C:19]([O:20][CH:21]3[CH2:26][CH2:25][NH:24][CH2:23][CH2:22]3)[C:14]=2[C:13]2[CH:34]=[C:35]([Br:38])[CH:36]=[N:37][C:12]1=2)=[O:10])[C:2]1[CH:7]=[CH:6][CH:5]=[CH:4][CH:3]=1. The yield is 0.420. (8) The reactants are [C:1]([Si:5]([O:8][CH:9]([CH2:14][CH2:15][C:16]1[CH:21]=[CH:20][C:19]([C:22]([CH2:41][CH3:42])([C:25]2[CH:30]=[CH:29][C:28](B3OC(C)(C)C(C)(C)O3)=[C:27]([CH3:40])[CH:26]=2)[CH2:23][CH3:24])=[CH:18][C:17]=1[CH3:43])[C:10]([CH3:13])([CH3:12])[CH3:11])([CH3:7])[CH3:6])([CH3:4])([CH3:3])[CH3:2].[CH2:44]([O:46][C:47](=[O:56])[CH2:48][C:49]1[CH:50]=[N:51][C:52](Br)=[N:53][CH:54]=1)[CH3:45].P([O-])([O-])([O-])=O.[K+].[K+].[K+]. The catalyst is C1C=CC([P]([Pd]([P](C2C=CC=CC=2)(C2C=CC=CC=2)C2C=CC=CC=2)([P](C2C=CC=CC=2)(C2C=CC=CC=2)C2C=CC=CC=2)[P](C2C=CC=CC=2)(C2C=CC=CC=2)C2C=CC=CC=2)(C2C=CC=CC=2)C2C=CC=CC=2)=CC=1.O. The product is [CH2:44]([O:46][C:47](=[O:56])[CH2:48][C:49]1[CH:50]=[N:51][C:52]([C:28]2[CH:29]=[CH:30][C:25]([C:22]([C:19]3[CH:20]=[CH:21][C:16]([CH2:15][CH2:14][CH:9]([O:8][Si:5]([C:1]([CH3:4])([CH3:3])[CH3:2])([CH3:6])[CH3:7])[C:10]([CH3:11])([CH3:13])[CH3:12])=[C:17]([CH3:43])[CH:18]=3)([CH2:23][CH3:24])[CH2:41][CH3:42])=[CH:26][C:27]=2[CH3:40])=[N:53][CH:54]=1)[CH3:45]. The yield is 0.450. (9) The reactants are [Cl:1][C:2]1[CH:10]=[CH:9][C:5]([C:6](Cl)=[O:7])=[CH:4][CH:3]=1.[CH3:11][NH:12][C@@H:13]([CH2:22][CH2:23][CH3:24])[CH2:14][N:15]1[CH2:20][CH2:19][CH:18]([OH:21])[CH2:17][CH2:16]1. The catalyst is C(Cl)Cl. The product is [Cl:1][C:2]1[CH:10]=[CH:9][C:5]([C:6]([N:12]([C@@H:13]([CH2:22][CH2:23][CH3:24])[CH2:14][N:15]2[CH2:16][CH2:17][CH:18]([OH:21])[CH2:19][CH2:20]2)[CH3:11])=[O:7])=[CH:4][CH:3]=1. The yield is 0.703.